This data is from Peptide-MHC class II binding affinity with 134,281 pairs from IEDB. The task is: Regression. Given a peptide amino acid sequence and an MHC pseudo amino acid sequence, predict their binding affinity value. This is MHC class II binding data. (1) The peptide sequence is VLIWVGINTRNMTMSK. The MHC is HLA-DQA10501-DQB10402 with pseudo-sequence HLA-DQA10501-DQB10402. The binding affinity (normalized) is 0.623. (2) The peptide sequence is EQQWNFAGIEAAASA. The MHC is HLA-DQA10401-DQB10402 with pseudo-sequence HLA-DQA10401-DQB10402. The binding affinity (normalized) is 0.522.